This data is from NCI-60 drug combinations with 297,098 pairs across 59 cell lines. The task is: Regression. Given two drug SMILES strings and cell line genomic features, predict the synergy score measuring deviation from expected non-interaction effect. (1) Drug 1: CS(=O)(=O)C1=CC(=C(C=C1)C(=O)NC2=CC(=C(C=C2)Cl)C3=CC=CC=N3)Cl. Drug 2: C1=CN(C(=O)N=C1N)C2C(C(C(O2)CO)O)O.Cl. Cell line: T-47D. Synergy scores: CSS=7.99, Synergy_ZIP=-3.99, Synergy_Bliss=3.53, Synergy_Loewe=1.36, Synergy_HSA=3.07. (2) Drug 1: C1=CC(=CC=C1CCC2=CNC3=C2C(=O)NC(=N3)N)C(=O)NC(CCC(=O)O)C(=O)O. Drug 2: CCC1(CC2CC(C3=C(CCN(C2)C1)C4=CC=CC=C4N3)(C5=C(C=C6C(=C5)C78CCN9C7C(C=CC9)(C(C(C8N6C=O)(C(=O)OC)O)OC(=O)C)CC)OC)C(=O)OC)O.OS(=O)(=O)O. Cell line: OVCAR-4. Synergy scores: CSS=24.2, Synergy_ZIP=-1.21, Synergy_Bliss=-2.65, Synergy_Loewe=-2.53, Synergy_HSA=-1.47.